Dataset: Reaction yield outcomes from USPTO patents with 853,638 reactions. Task: Predict the reaction yield, written as a fraction of the theoretical maximum amount of product (1.0 means a 100% yield; for example, 0.34 means a 34% yield). (1) The reactants are [CH2:1]([O:3][C:4]1[S:5][CH:6]=[CH:7][CH:8]=1)[CH3:2].C([Li])CCC.CN(C)[CH:16]=[O:17].Cl. The catalyst is O1CCCC1.CN(C)P(N(C)C)(N(C)C)=O. The product is [CH2:1]([O:3][C:4]1[S:5][C:6]([CH:16]=[O:17])=[CH:7][CH:8]=1)[CH3:2]. The yield is 0.490. (2) The reactants are [CH3:1][O:2][C:3]([NH:5][CH2:6][CH2:7][CH2:8][N:9]([C:21]1[CH:26]=[CH:25][CH:24]=[C:23]([Cl:27])[CH:22]=1)[CH2:10][CH2:11][N:12](C)[C:13](=O)OC(C)(C)C)=[O:4].C(=O)(O)[O-].[Na+]. The catalyst is C(O)(C(F)(F)F)=O.C(Cl)Cl. The product is [Cl:27][C:23]1[CH:22]=[C:21]([N:9]([CH2:10][CH2:11][NH:12][CH3:13])[CH2:8][CH2:7][CH2:6][NH:5][C:3](=[O:4])[O:2][CH3:1])[CH:26]=[CH:25][CH:24]=1. The yield is 0.950. (3) The catalyst is CO. The reactants are [C:1]1([CH:7]([C:35]2[CH:40]=[CH:39][CH:38]=[CH:37][CH:36]=2)[N:8]2[C:16]3[C:11](=[CH:12][CH:13]=[CH:14][CH:15]=3)[C:10]3([C:20]4[CH:21]=[C:22](B5OC(C)(C)C(C)(C)O5)[CH:23]=[CH:24][C:19]=4[O:18][CH2:17]3)[C:9]2=[O:34])[CH:6]=[CH:5][CH:4]=[CH:3][CH:2]=1.[OH:41]O.[OH-].[Na+]. The yield is 0.900. The product is [C:35]1([CH:7]([C:1]2[CH:6]=[CH:5][CH:4]=[CH:3][CH:2]=2)[N:8]2[C:16]3[C:11](=[CH:12][CH:13]=[CH:14][CH:15]=3)[C:10]3([C:20]4[CH:21]=[C:22]([OH:41])[CH:23]=[CH:24][C:19]=4[O:18][CH2:17]3)[C:9]2=[O:34])[CH:36]=[CH:37][CH:38]=[CH:39][CH:40]=1. (4) The reactants are Br[C:2]1[N:7]=[N:6][C:5]([NH2:8])=[N:4][C:3]=1[C:9]1[CH:14]=[CH:13][CH:12]=[CH:11][CH:10]=1.[F:15][C:16]([F:27])([F:26])[C:17]1[CH:18]=[C:19](B(O)O)[CH:20]=[CH:21][CH:22]=1. No catalyst specified. The product is [C:9]1([C:3]2[N:4]=[C:5]([NH2:8])[N:6]=[N:7][C:2]=2[C:21]2[CH:20]=[CH:19][CH:18]=[C:17]([C:16]([F:27])([F:26])[F:15])[CH:22]=2)[CH:14]=[CH:13][CH:12]=[CH:11][CH:10]=1. The yield is 0.310. (5) The reactants are FC(F)(F)C1C=C(C=CC=1)C([O:8][CH:9]([CH2:14][N:15]([C:28]1[CH:33]=[CH:32][CH:31]=[C:30]([F:34])[CH:29]=1)[C:16](=[O:27])[C:17]1[CH:22]=[CH:21][CH:20]=[C:19]([C:23]([F:26])([F:25])[F:24])[CH:18]=1)[C:10]([F:13])([F:12])[F:11])=O.N. The catalyst is CO. The product is [F:34][C:30]1[CH:29]=[C:28]([N:15]([CH2:14][CH:9]([OH:8])[C:10]([F:11])([F:12])[F:13])[C:16](=[O:27])[C:17]2[CH:22]=[CH:21][CH:20]=[C:19]([C:23]([F:26])([F:25])[F:24])[CH:18]=2)[CH:33]=[CH:32][CH:31]=1. The yield is 0.610. (6) The reactants are C(OC([N:8]1[CH2:13][CH2:12][C@@:11]([C:15]2[CH:20]=[CH:19][C:18]([O:21][CH2:22][CH2:23][O:24][C:25]3[C:30]([Cl:31])=[CH:29][C:28]([CH3:32])=[CH:27][C:26]=3[Cl:33])=[CH:17][CH:16]=2)([OH:14])[C@@H:10]([C:34](=[O:48])[N:35]([CH:45]2[CH2:47][CH2:46]2)[CH2:36][C:37]2[CH:42]=[CH:41][CH:40]=[C:39]([CH3:43])[C:38]=2[CH3:44])[CH2:9]1)=O)(C)(C)C.Cl. The catalyst is O1CCOCC1. The product is [CH:45]1([N:35]([CH2:36][C:37]2[CH:42]=[CH:41][CH:40]=[C:39]([CH3:43])[C:38]=2[CH3:44])[C:34]([C@@H:10]2[C@:11]([C:15]3[CH:20]=[CH:19][C:18]([O:21][CH2:22][CH2:23][O:24][C:25]4[C:30]([Cl:31])=[CH:29][C:28]([CH3:32])=[CH:27][C:26]=4[Cl:33])=[CH:17][CH:16]=3)([OH:14])[CH2:12][CH2:13][NH:8][CH2:9]2)=[O:48])[CH2:46][CH2:47]1. The yield is 0.390. (7) The reactants are [NH:1]([C:3]1[CH:8]=[C:7]([C:9]#[N:10])[CH:6]=[CH:5][N:4]=1)[NH2:2].C[O:12][CH2:13][C:14](=O)[CH2:15][C:16]([O:18][CH3:19])=O. No catalyst specified. The product is [OH:12][C:13]1[N:1]([C:3]2[CH:8]=[C:7]([C:9]#[N:10])[CH:6]=[CH:5][N:4]=2)[N:2]=[C:15]([CH2:16][O:18][CH3:19])[CH:14]=1. The yield is 0.390.